This data is from NCI-60 drug combinations with 297,098 pairs across 59 cell lines. The task is: Regression. Given two drug SMILES strings and cell line genomic features, predict the synergy score measuring deviation from expected non-interaction effect. (1) Drug 2: C1C(C(OC1N2C=C(C(=O)NC2=O)F)CO)O. Cell line: SF-268. Drug 1: C1=NC2=C(N1)C(=S)N=C(N2)N. Synergy scores: CSS=24.5, Synergy_ZIP=-15.3, Synergy_Bliss=-14.6, Synergy_Loewe=-13.3, Synergy_HSA=-10.1. (2) Drug 1: CC12CCC(CC1=CCC3C2CCC4(C3CC=C4C5=CN=CC=C5)C)O. Drug 2: C1=CC(=CC=C1CC(C(=O)O)N)N(CCCl)CCCl.Cl. Cell line: BT-549. Synergy scores: CSS=16.5, Synergy_ZIP=-3.24, Synergy_Bliss=2.59, Synergy_Loewe=-5.75, Synergy_HSA=0.325. (3) Drug 1: CC12CCC3C(C1CCC2=O)CC(=C)C4=CC(=O)C=CC34C. Drug 2: CN(C)C1=NC(=NC(=N1)N(C)C)N(C)C. Cell line: HS 578T. Synergy scores: CSS=19.6, Synergy_ZIP=2.32, Synergy_Bliss=4.97, Synergy_Loewe=-34.8, Synergy_HSA=-0.152. (4) Drug 1: C1=CC(=CC=C1CCC2=CNC3=C2C(=O)NC(=N3)N)C(=O)NC(CCC(=O)O)C(=O)O. Drug 2: N.N.Cl[Pt+2]Cl. Cell line: UACC-257. Synergy scores: CSS=0.824, Synergy_ZIP=-1.90, Synergy_Bliss=-1.11, Synergy_Loewe=-9.22, Synergy_HSA=-3.64.